This data is from CYP3A4 inhibition data for predicting drug metabolism from PubChem BioAssay. The task is: Regression/Classification. Given a drug SMILES string, predict its absorption, distribution, metabolism, or excretion properties. Task type varies by dataset: regression for continuous measurements (e.g., permeability, clearance, half-life) or binary classification for categorical outcomes (e.g., BBB penetration, CYP inhibition). Dataset: cyp3a4_veith. (1) The drug is O=C(O)CCn1cnc2c(=S)nc[nH]c21. The result is 0 (non-inhibitor). (2) The compound is CCC1(C)Nc2ccccc2C(=O)N1O. The result is 0 (non-inhibitor). (3) The drug is COc1ccc(O[C@H]2C=C[C@@H](c3ccccc3)O[C@H]2COC(=O)NCc2cccc3ccccc23)cc1. The result is 0 (non-inhibitor). (4) The compound is COC(=O)N1CCC2(CCN(C(=O)Nc3cccc(C#N)c3)CC2)CC1. The result is 0 (non-inhibitor). (5) The result is 1 (inhibitor). The molecule is CN(Cc1ccco1)c1ncnc2ccc(-c3ccccc3C(F)(F)F)cc12. (6) The molecule is COc1ccccc1-c1nccc(NCc2cccnc2)n1. The result is 1 (inhibitor).